This data is from Experimentally validated miRNA-target interactions with 360,000+ pairs, plus equal number of negative samples. The task is: Binary Classification. Given a miRNA mature sequence and a target amino acid sequence, predict their likelihood of interaction. (1) The miRNA is hsa-miR-5683 with sequence UACAGAUGCAGAUUCUCUGACUUC. The protein sequence of the target gene is MEDLCVANTLFALNLFKHLAKASPTQNLFLSPWSISSTMAMVYMGSRGSTEDQMAKVLQFNEVGANAVTPMTPENFTSCGFMQQIQKGSYPDAILQAQAADKIHSSFRSLSSAINASTGNYLLESVNKLFGEKSASFREEYIRLCQKYYSSEPQAVDFLECAEEARKKINSWVKTQTKGKIPNLLPEGSVDGDTRMVLVNAVYFKGKWKTPFEKKLNGLYPFRVNSAQRTPVQMMYLREKLNIGYIEDLKAQILELPYAGDVSMFLLLPDEIADVSTGLELLESEITYDKLNKWTSKDKM.... Result: 0 (no interaction). (2) The miRNA is bta-miR-93 with sequence CAAAGUGCUGUUCGUGCAGGUA. The protein sequence of the target gene is MDPALAAQMSEAVAEKMLQYRRDTAGWKICREGNGVSVSWRPSVEFPGNLYRGEGIVYGTLEEVWDCVKPAVGGLRVKWDENVTGFEIIQSITDTLCVSRTSTPSAAMKLISPRDFVDLVLVKRYEDGTISSNATHVEHPLCPPKPGFVRGFNHPCGCFCEPLPGEPTKTNLVTFFHTDLSGYLPQNVVDSFFPRSMTRFYANLQKAVKQFHE. Result: 0 (no interaction). (3) The miRNA is hsa-miR-1262 with sequence AUGGGUGAAUUUGUAGAAGGAU. The protein sequence of the target gene is MEAAHFFEGTEKLLEVWFSRQQPDANQGSGDLRTIPRSEWDILLKDVQCSIISVTKTDKQEAYVLSESSMFVSKRRFILKTCGTTLLLKALVPLLKLARDYSGFDSIQSFFYSRKNFMKPSHQGYPHRNFQEEIEFLNAIFPNGAAYCMGRMNSDCWYLYTLDFPESRVISQPDQTLEILMSELDPAVMDQFYMKDGVTAKDVTRESGIRDLIPGSVIDATMFNPCGYSMNGMKSDGTYWTIHITPEPEFSYVSFETNLSQTSYDDLIRKVVEVFKPGKFVTTLFVNQSSKCRTVLASPQ.... Result: 1 (interaction). (4) The miRNA is hsa-miR-150-5p with sequence UCUCCCAACCCUUGUACCAGUG. The protein sequence of the target gene is MAGVRSLRCSRGCAGGCECGDKGKCSDSSLLGKRLSEDSSRHQLLQKWASMWSSMSEDASVADMERAQLEEEAAAAEERPLVFLCSGCRRPLGDSLSWVASQEDTNCILLRCVSCNVSVDKEQKLSKREKENGCVLETLCCAGCSLNLGYVYRCTPKNLDYKRDLFCLSVEAIESYVLGSSEKQIVSEDKELFNLESRVEIEKSLTQMEDVLKALQMKLWEAESKLSFATCKS. Result: 1 (interaction). (5) The miRNA is hsa-miR-4462 with sequence UGACACGGAGGGUGGCUUGGGAA. The protein sequence of the target gene is MALRLLKLAATSASARVVAAGAQRVRGIHSSVQCKLRYGMWHFLLGDKASKRLTERSRVITVDGNICTGKGKLAKEIAEKLGFKHFPEAGIHYPDSTTGDGKPLATDYNGNCSLEKFYDDPRSNDGNSYRLQSWLYSSRLLQYSDALEHLLTTGQGVVLERSIFSDFVFLEAMYNQGFIRKQCVDHYNEVKSVTICDYLPPHLVIYIDVPVPEVQRRIQKKGDPHEMKITSAYLQDIENAYKKTFLPEMSEKCEVLQYSAREAQDSKKVVEDIEYLKFDKGPWLKQDNRTLYHLRLLVQD.... Result: 0 (no interaction). (6) The miRNA is hsa-miR-4762-5p with sequence CCAAAUCUUGAUCAGAAGCCU. The protein sequence of the target gene is MPWRRRRNRVSALEGGREEEAPPEAAAVPPALLTSPQQTEAAAERILLRGIFEIGRDSCDVVLSERALRWRPIQPERPAGDSKYDLLCKEEFIELKDIFSVKLKRRCSVKQQRSGTLLGITLFICLKKEQNKLKNSTLDLINLSEDHCDIWFRQFKKILAGFPNRPKSLKILLNPQSHKKEATQVYYEKVEPLLKLAGIKTDVTIMEYEGHALSLLKECELQGFDGGHRKPLFAIHWSVQRLFTGMQTLEPSVVCVGGDGSASEVAHALLLRAQKNAGMETDRILTPVRAQLPLGLIPAG.... Result: 1 (interaction). (7) The miRNA is mmu-miR-1912-5p with sequence UGCUCAUUGCAUGGGCUGUGUA. The protein sequence of the target gene is MQKTTYYDNSTLFGGYSYQGANGFGYDAPAPAFQNSAHLEGDYQRSACSLQSLGTSAPPQPQHAKTKELNGSCMRPSLPPEHHPPPQVSPPQNTVNVAATNATQQPGGSGGGGGAGSGGTSKSSSKSSSMATNPTLTKQIFPWMKESRQNTKQKNSSPSASSANAESSGGEKSPPGSAASKRARTAYTSAQLVELEKEFHFNRYLCRPRRVEMANLLNLSERQIKIWFQNRRMKYKKDQKSKGIGSSSGGPSPTGSPPLPMQSSAGFMNSMHSMGSYDAPSPPSFNKPHQNAYAMSTAYQ.... Result: 0 (no interaction). (8) The miRNA is hsa-miR-1273c with sequence GGCGACAAAACGAGACCCUGUC. The protein sequence of the target gene is MAWVLKMDEVIESGLVHDFDASLSGIGQELGAGAYSMSDVLALPIFKQEDSSLPLDGETEHPPFQYVMCAATSPAVKLHDETLTYLNQGQSYEIRMLDNRKMGDMPEINGKLVKSIIRVVFHDRRLQYTEHQQLEGWKWNRPGDRLLDLDIPMSVGIIDTRTNPSQLNAVEFLWDPAKRTSAFIQVHCISTEFTPRKHGGEKGVPFRIQVDTFKQNENGEYTDHLHSASCQIKVFKPKGADRKQKTDREKMEKRTAHEKEKYQPSYDTTILTEMRLEPIIEDAVEHEQKKSSKRTLPADY.... Result: 0 (no interaction). (9) The miRNA is hsa-miR-3925-3p with sequence ACUCCAGUUUUAGUUCUCUUG. The protein sequence of the target gene is MAIVQTLPVPLEPAPEAATAPQAPVMGSVSSLISGRPCPGGPAPPRHHGPPGPTFFRQQDGLLRGGYEAQEPLCPAVPPRKAVPVTSFTYINEDFRTESPPSPSSDVEDAREQRAHNAHLRGPPPKLIPVSGKLEKNMEKILIRPTAFKPVLPKPRGAPSLPSFMGPRATGLSGSQGSLTQLFGGPASSSSSSSSSSAADKPLAFSGWASGCPSGTLSDSGRNSLSSLPTYSTGGAEPTTSSPGGHLPSHGSGRGALPGPARGVPTGPSHSDSGRSSSSKSTGSLGGRVAGGLLGSGTRA.... Result: 0 (no interaction).